This data is from Experimentally validated miRNA-target interactions with 360,000+ pairs, plus equal number of negative samples. The task is: Binary Classification. Given a miRNA mature sequence and a target amino acid sequence, predict their likelihood of interaction. (1) The miRNA is mmu-miR-409-5p with sequence AGGUUACCCGAGCAACUUUGCAU. Result: 0 (no interaction). The protein sequence of the target gene is MAGNKGRGRAAYTFNIEAVGFSKGEKLPDVVLKPPPLFPDTDYKPVPLKTGEGEEYMLALKQELRETMKRMPYFIETPEERQDIERYSKRYMKVYKEEWIPDWRRLPREMMPRNKCKKAGPKPKKAKDAGKGTPLTNTEDVLKKMEELEKRGDGEKSDEENEEKEGSKEKSKEGDDDDDDDAAEQEEYDEEEQEEENDYINSYFEDGDDFGADSDDNMDEATY. (2) The miRNA is mmu-miR-187-3p with sequence UCGUGUCUUGUGUUGCAGCCGG. The protein sequence of the target gene is MGNTTTKFRKALINGDENLACQIYENNPQLKESLDPNTSYGEPYQHNTPLHYAARHGMNKILGTFLGRDGNPNKRNVHNETSMHLLCMGPQIMISEGALHPRLARPTEDDFRRADCLQMILKWKGAKLDQGEYERAAIDAVDNKKNTPLHYAAASGMKACVELLVKHGGDLFAENENKDTPCDCAEKQHHKDLALNLESQMVFSRDPEAEEIEAEYAALDKREPYEGLRPQDLRRLKDMLIVETADMLQAPLFTAEALLRAHDWDREKLLEAWMSNPENCCQRSGVQMPTPPPSGYNAWD.... Result: 0 (no interaction). (3) The miRNA is hsa-miR-1237-3p with sequence UCCUUCUGCUCCGUCCCCCAG. The protein sequence of the target gene is MCSEARLARRLRDALREEEPWAVEELLRCGADPNLVLEDGAAAVHLAAGARHPRGLRCLGALLRQGGDPNARSVEALTPLHVAAAWGCRRGLELLLSQGADPALRDQDGLRPLDLALQQGHLECARVLQDLDTRTRTRTRIGAETQEPEPAPGTPGLSGPTDETLDSIALQKQPCRGDNRDIGLEADPGPPSLPVPLETVDKHGSSASPPGHWDYSSDASFVTAVEVSGAEDPASDTPPWAGSLPPTRQGLLHVVHANQRVPRSQGTEAELNARLQALTLTPPNAAGFQSSPSSMPLLDR.... Result: 1 (interaction). (4) The miRNA is hsa-miR-5584-5p with sequence CAGGGAAAUGGGAAGAACUAGA. Result: 1 (interaction). The protein sequence of the target gene is MWEKMETKTIVYDLDTSGGLMEQIQALLAPPKTDEAEKRSRKPEKEPRRSGRATNHDSCDSCKEGGDLLCCDHCPAAFHLQCCNPPLSEEMLPPGEWMCHRCTVRRKKREQKKELGHVNGLVDKSGKRTTSPSSDTDLLDRSASKTELKAIAHARILERRASRPGTPTSSASTETPTSEQNDVDEDIIDVDEEPVAAEPDYVQPQLRRPFELLIAAAMERNPTQFQLPNELTCTTALPGSSKRRRKEETTGKNVKKTQHELDHNGLVPLPVKVCFTCNRSCRVAPLIQCDYCPLLFHMDC.... (5) The miRNA is hsa-miR-7157-3p with sequence UCUGUGCUACUGGAUGAAGAGU. The protein sequence of the target gene is MSKISQQNSTPGVNGISVIHTQAHASGLQQVPQLVPAGPGGGGKAVAPSKQSKKSSPMDRNSDEYRQRRERNNMAVKKSRLKSKQKAQDTLQRVNQLKEENERLEAKIKLLTKELSVLKDLFLEHAHNLADNVQSISTENTTADGDNAGQ. Result: 1 (interaction).